This data is from Reaction yield outcomes from USPTO patents with 853,638 reactions. The task is: Predict the reaction yield, written as a fraction of the theoretical maximum amount of product (1.0 means a 100% yield; for example, 0.34 means a 34% yield). (1) The reactants are [C:1]([O:9]CC)(=O)[CH2:2][C:3]([O:5][CH2:6][CH3:7])=[O:4].[H-].[Na+].[H][H].[Cl:16][C:17]1[CH:36]=[CH:35][C:20]2[N:21]([CH2:27][C:28]3[CH:33]=[CH:32][C:31]([F:34])=[CH:30][CH:29]=3)C(=O)[O:23][C:24](=O)[C:19]=2[CH:18]=1.Cl. The catalyst is CC(N(C)C)=O. The product is [CH2:6]([O:5][C:3]([C:2]1[C:1](=[O:9])[N:21]([CH2:27][C:28]2[CH:33]=[CH:32][C:31]([F:34])=[CH:30][CH:29]=2)[C:20]2[C:19]([C:24]=1[OH:23])=[CH:18][C:17]([Cl:16])=[CH:36][CH:35]=2)=[O:4])[CH3:7]. The yield is 0.850. (2) The reactants are [C:1]([O:5][C:6](=[O:21])[N:7]([C@H:9]1[C@H:13]([C:14]2[CH:19]=[CH:18][C:17](Cl)=[CH:16][CH:15]=2)[CH2:12][NH:11][CH2:10]1)[CH3:8])([CH3:4])([CH3:3])[CH3:2].C(N(C(C)C)C(C)C)C.[CH3:31][S:32]([N:35]1[CH2:40][CH2:39][N:38]([C:41](Cl)=[O:42])[CH2:37][CH2:36]1)(=[O:34])=[O:33]. The catalyst is C(Cl)Cl. The product is [C:1]([O:5][C:6](=[O:21])[N:7]([C@H:9]1[C@H:13]([C:14]2[CH:19]=[CH:18][CH:17]=[CH:16][CH:15]=2)[CH2:12][N:11]([C:41]([N:38]2[CH2:37][CH2:36][N:35]([S:32]([CH3:31])(=[O:34])=[O:33])[CH2:40][CH2:39]2)=[O:42])[CH2:10]1)[CH3:8])([CH3:4])([CH3:3])[CH3:2]. The yield is 0.700. (3) The reactants are Cl.CN(C)CCCN=C=NCC.[OH:13][C:14]1[CH:19]=[CH:18][C:17](/[CH:20]=[CH:21]/[C:22]([O:24][CH2:25][CH2:26][CH2:27][CH2:28][CH2:29][CH2:30][Cl:31])=[O:23])=[CH:16][CH:15]=1.[CH3:32][O:33][CH2:34][CH2:35][O:36][C:37]1[CH:45]=[CH:44][C:40]([C:41](O)=[O:42])=[CH:39][CH:38]=1. The catalyst is CN(C)C1C=CN=CC=1.ClCCl. The product is [CH3:32][O:33][CH2:34][CH2:35][O:36][C:37]1[CH:45]=[CH:44][C:40]([C:41]([O:13][C:14]2[CH:15]=[CH:16][C:17](/[CH:20]=[CH:21]/[C:22]([O:24][CH2:25][CH2:26][CH2:27][CH2:28][CH2:29][CH2:30][Cl:31])=[O:23])=[CH:18][CH:19]=2)=[O:42])=[CH:39][CH:38]=1. The yield is 0.730. (4) The reactants are FC(F)(F)C(O)=O.[Cl:8][C:9]1[CH:14]=[CH:13][C:12]([C@H:15]([N:17]2[C:21]3[CH:22]=[C:23]([N:26]4[CH2:31][CH2:30][N:29]([C:32]([C@H:34]5[CH2:38][CH2:37][CH2:36][N:35]5C(OC(C)(C)C)=O)=[O:33])[C@H:28]([CH3:46])[CH2:27]4)[CH:24]=[CH:25][C:20]=3[N:19]=[CH:18]2)[CH3:16])=[C:11]([F:47])[CH:10]=1. The catalyst is ClCCl. The product is [Cl:8][C:9]1[CH:14]=[CH:13][C:12]([C@H:15]([N:17]2[C:21]3[CH:22]=[C:23]([N:26]4[CH2:31][CH2:30][N:29]([C:32]([C@H:34]5[CH2:38][CH2:37][CH2:36][NH:35]5)=[O:33])[C@H:28]([CH3:46])[CH2:27]4)[CH:24]=[CH:25][C:20]=3[N:19]=[CH:18]2)[CH3:16])=[C:11]([F:47])[CH:10]=1. The yield is 0.440. (5) The reactants are C([O:5][C:6]([C:8]1[NH:17][C:16]2[CH2:15][CH2:14][CH2:13][N:12]([CH2:18][CH2:19][N:20]([CH2:23][CH3:24])[CH2:21][CH3:22])[C:11](=[O:25])[C:10]=2[C:9]=1[CH3:26])=O)(C)(C)C.FC(F)(F)C(O)=O.C(OC(OCC)OCC)C. No catalyst specified. The product is [CH2:23]([N:20]([CH2:21][CH3:22])[CH2:19][CH2:18][N:12]1[CH2:13][CH2:14][CH2:15][C:16]2[NH:17][C:8]([CH:6]=[O:5])=[C:9]([CH3:26])[C:10]=2[C:11]1=[O:25])[CH3:24]. The yield is 0.550. (6) The reactants are [NH:1]1[C:5]2[CH:6]=[CH:7][C:8]([CH2:10][NH:11][CH3:12])=[CH:9][C:4]=2[N:3]=[CH:2]1.CNCC1C=CC2C(=CC=CC=2)C=1CCC.Cl.[O:30]=[C:31]1[NH:40][C:39]2[N:38]=[CH:37][C:36](/[CH:41]=[CH:42]/[C:43]([OH:45])=O)=[CH:35][C:34]=2[CH2:33][CH2:32]1.Cl.CN1CC2C=C(/C=C/C(O)=O)C=NC=2NC(=O)C1. No catalyst specified. The product is [NH:1]1[C:5]2[CH:6]=[CH:7][C:8]([CH2:10][N:11]([CH3:12])[C:43](=[O:45])/[CH:42]=[CH:41]/[C:36]3[CH:37]=[N:38][C:39]4[NH:40][C:31](=[O:30])[CH2:32][CH2:33][C:34]=4[CH:35]=3)=[CH:9][C:4]=2[N:3]=[CH:2]1. The yield is 0.370. (7) The reactants are [H-].C([Al+]CC(C)C)C(C)C.[Br:11][C:12]1[CH:21]=[C:20]2[C:15]([CH:16]=[C:17]([N:26]([CH3:28])[CH3:27])[C:18]([C:22](OC)=[O:23])=[CH:19]2)=[CH:14][CH:13]=1.C(#N)C.C(=O)=O.CCOC(C)=O. The catalyst is C1COCC1. The product is [Br:11][C:12]1[CH:21]=[C:20]2[C:15]([CH:16]=[C:17]([N:26]([CH3:28])[CH3:27])[C:18]([CH2:22][OH:23])=[CH:19]2)=[CH:14][CH:13]=1. The yield is 0.538. (8) The reactants are [Br:1][C:2]1[CH:7]=[C:6]([CH:8]=O)[C:5]([O:10][CH2:11][C:12]([OH:14])=[O:13])=[C:4]([F:15])[CH:3]=1.C([O-])(=O)C.[Na+].[OH-].[Na+]. The catalyst is C(OC(=O)C)(=O)C.C1(C)C=CC=CC=1.O. The product is [Br:1][C:2]1[CH:3]=[C:4]([F:15])[C:5]2[O:10][C:11]([C:12]([OH:14])=[O:13])=[CH:8][C:6]=2[CH:7]=1. The yield is 0.480. (9) The reactants are C[CH:2]([OH:14])[CH2:3][O:4][CH2:5][CH2:6][O:7][CH2:8][CH2:9][O:10][CH2:11][CH2:12][OH:13].[C:15]([O:19][C:20]([CH3:23])([CH3:22])[CH3:21])(=[O:18])[CH:16]=[CH2:17].[CH2:24]1COCC1. The catalyst is [Na]. The product is [C:20]([O:19][C:15](=[O:18])[CH2:16][CH2:17][O:14][CH2:2][CH2:3][O:4][CH2:5][CH2:6][O:7][CH2:8][CH2:9][O:10][CH2:11][CH2:12][O:13][CH3:24])([CH3:23])([CH3:22])[CH3:21]. The yield is 0.790.